The task is: Predict which catalyst facilitates the given reaction.. This data is from Catalyst prediction with 721,799 reactions and 888 catalyst types from USPTO. (1) Reactant: [CH2:1]([N:8]([CH3:12])[CH2:9][CH2:10][OH:11])[C:2]1[CH:7]=[CH:6][CH:5]=[CH:4][CH:3]=1.[OH-].[Na+].[CH3:15][S:16](Cl)(=[O:18])=[O:17].[Na+].[Cl-]. Product: [CH3:15][S:16]([O:11][CH2:10][CH2:9][N:8]([CH2:1][C:2]1[CH:7]=[CH:6][CH:5]=[CH:4][CH:3]=1)[CH3:12])(=[O:18])=[O:17]. The catalyst class is: 226. (2) Reactant: [F:1][C:2]1[CH:3]=[C:4]2[C:9](=[CH:10][CH:11]=1)[N:8]=[C:7]([C:12](OCC)=[O:13])[C:6]([CH3:17])=[N:5]2.[H-].C([Al+]CC(C)C)C(C)C.CO. Product: [F:1][C:2]1[CH:3]=[C:4]2[C:9](=[CH:10][CH:11]=1)[N:8]=[C:7]([CH:12]=[O:13])[C:6]([CH3:17])=[N:5]2. The catalyst class is: 7. (3) Reactant: [NH2:1][CH2:2][C@@H:3]([OH:14])[CH2:4][O:5][C:6]1[CH:13]=[CH:12][C:9]([C:10]#[N:11])=[CH:8][CH:7]=1.[C:15](O[C:15]([O:17][C:18]([CH3:21])([CH3:20])[CH3:19])=[O:16])([O:17][C:18]([CH3:21])([CH3:20])[CH3:19])=[O:16]. Product: [C:10]([C:9]1[CH:12]=[CH:13][C:6]([O:5][CH2:4][C@H:3]([OH:14])[CH2:2][NH:1][C:15](=[O:16])[O:17][C:18]([CH3:21])([CH3:20])[CH3:19])=[CH:7][CH:8]=1)#[N:11]. The catalyst class is: 6. (4) Reactant: [CH2:1]1[CH2:7][NH:6][CH2:5][CH2:4][C:3]2[O:8][C:9]3[CH:14]=[C:13]([N:15]4[CH:20]=[CH:19][C:18]([O:21][CH2:22][C:23]5[CH:24]=[N:25][C:26]([C:29]([F:32])([F:31])[F:30])=[CH:27][CH:28]=5)=[CH:17][C:16]4=[O:33])[CH:12]=[CH:11][C:10]=3[C:2]1=2.[ClH:34].CCOCC. Product: [ClH:34].[CH2:1]1[CH2:7][NH:6][CH2:5][CH2:4][C:3]2[O:8][C:9]3[CH:14]=[C:13]([N:15]4[CH:20]=[CH:19][C:18]([O:21][CH2:22][C:23]5[CH:24]=[N:25][C:26]([C:29]([F:31])([F:30])[F:32])=[CH:27][CH:28]=5)=[CH:17][C:16]4=[O:33])[CH:12]=[CH:11][C:10]=3[C:2]1=2. The catalyst class is: 5. (5) Reactant: [Cl:1][C:2]1[CH:3]=[N+:4]([O-:27])[CH:5]=[C:6]([Cl:26])[C:7]=1[CH2:8][C@@H:9]([C:11]1[CH:16]=[CH:15][C:14]([O:17][CH:18]([F:20])[F:19])=[C:13]([O:21][CH2:22][CH:23]2[CH2:25][CH2:24]2)[CH:12]=1)[OH:10].C(Cl)CCl.[O:32]1[CH2:37][CH2:36][N:35]([C:38]2[CH:46]=[C:45]3[C:41]([C:42](=[O:52])[C:43](=[O:51])[N:44]3[CH2:47][C:48](O)=[O:49])=[CH:40][CH:39]=2)[CH2:34][CH2:33]1. The catalyst class is: 64. Product: [Cl:1][C:2]1[CH:3]=[N+:4]([O-:27])[CH:5]=[C:6]([Cl:26])[C:7]=1[CH2:8][C@@H:9]([C:11]1[CH:16]=[CH:15][C:14]([O:17][CH:18]([F:20])[F:19])=[C:13]([O:21][CH2:22][CH:23]2[CH2:25][CH2:24]2)[CH:12]=1)[O:10][C:48](=[O:49])[CH2:47][N:44]1[C:45]2[C:41](=[CH:40][CH:39]=[C:38]([N:35]3[CH2:34][CH2:33][O:32][CH2:37][CH2:36]3)[CH:46]=2)[C:42](=[O:52])[C:43]1=[O:51].[CH2:13]([O:21][CH2:22][CH3:23])[CH3:12]. (6) Reactant: C(OC(=O)[NH:7][C:8]1([C:12]2[CH:17]=[CH:16][C:15]([C:18]3[C:23]([C:24]4[CH:29]=[CH:28][CH:27]=[CH:26][CH:25]=4)=[CH:22][N:21]4[N:30]=[C:31]([C:33](=[O:36])[NH:34][CH3:35])[N:32]=[C:20]4[N:19]=3)=[CH:14][CH:13]=2)[CH2:11][CH2:10][CH2:9]1)(C)(C)C.C(O)(C(F)(F)F)=O. Product: [CH3:35][NH:34][C:33]([C:31]1[N:32]=[C:20]2[N:19]=[C:18]([C:15]3[CH:14]=[CH:13][C:12]([C:8]4([NH2:7])[CH2:11][CH2:10][CH2:9]4)=[CH:17][CH:16]=3)[C:23]([C:24]3[CH:29]=[CH:28][CH:27]=[CH:26][CH:25]=3)=[CH:22][N:21]2[N:30]=1)=[O:36]. The catalyst class is: 2. (7) Reactant: [NH2:1][CH2:2][CH2:3][S:4]([OH:7])(=[O:6])=[O:5].[OH-].[Na+:9].[Br:10][CH:11]([CH3:15])[C:12](Br)=[O:13]. Product: [Br:10][CH:11]([CH3:15])[C:12]([NH:1][CH2:2][CH2:3][S:4]([O-:7])(=[O:6])=[O:5])=[O:13].[Na+:9]. The catalyst class is: 229. (8) Reactant: Br[CH2:2][CH2:3][CH2:4][N:5]1[C:9](=[O:10])[C:8]2=[CH:11][CH:12]=[CH:13][CH:14]=[C:7]2[C:6]1=[O:15].[I:16][C:17]1[CH:22]=[CH:21][C:20]([OH:23])=[CH:19][CH:18]=1.C(=O)([O-])[O-].[K+].[K+]. Product: [I:16][C:17]1[CH:22]=[CH:21][C:20]([O:23][CH2:2][CH2:3][CH2:4][N:5]2[C:9](=[O:10])[C:8]3=[CH:11][CH:12]=[CH:13][CH:14]=[C:7]3[C:6]2=[O:15])=[CH:19][CH:18]=1. The catalyst class is: 10.